Dataset: Forward reaction prediction with 1.9M reactions from USPTO patents (1976-2016). Task: Predict the product of the given reaction. (1) The product is: [C:1]1([S:7]([N:10]2[C:18]3[C:13](=[CH:14][CH:15]=[CH:16][CH:17]=3)[C:12]([C:27]3[C:26]([C:21]4[CH:22]=[CH:23][CH:24]=[CH:25][N:20]=4)=[N:30][N:29]4[CH2:31][CH2:32][CH2:33][C:28]=34)=[CH:11]2)(=[O:9])=[O:8])[CH:6]=[CH:5][CH:4]=[CH:3][CH:2]=1. Given the reactants [C:1]1([S:7]([N:10]2[C:18]3[C:13](=[CH:14][CH:15]=[CH:16][CH:17]=3)[C:12](Br)=[CH:11]2)(=[O:9])=[O:8])[CH:6]=[CH:5][CH:4]=[CH:3][CH:2]=1.[N:20]1[CH:25]=[CH:24][CH:23]=[CH:22][C:21]=1[C:26]1[C:27](B(O)O)=[C:28]2[CH2:33][CH2:32][CH2:31][N:29]2[N:30]=1, predict the reaction product. (2) Given the reactants [CH:1](=[N:8][CH:9](C)C)C1C=CC=CC=1.[NH:12]1[C:20]2[C:15](=[CH:16][CH:17]=[CH:18][CH:19]=2)[CH:14]=[CH:13]1.[CH:21]1C=CC=CC=1, predict the reaction product. The product is: [CH3:1][N:8]([CH2:9][C:14]1[C:15]2[CH:16]=[CH:17][CH:18]=[CH:19][C:20]=2[NH:12][CH:13]=1)[CH3:21]. (3) The product is: [F:1][C:2]1[C:7]([C:8]([F:9])([F:10])[F:11])=[CH:6][CH:5]=[CH:4][C:3]=1[C:12]1[CH2:17][CH2:16][N:15]([CH2:18][CH3:19])[CH2:14][CH:13]=1. Given the reactants [F:1][C:2]1[C:7]([C:8]([F:11])([F:10])[F:9])=[CH:6][CH:5]=[CH:4][C:3]=1[C:12]1(O)[CH2:17][CH2:16][N:15]([CH2:18][CH3:19])[CH2:14][CH2:13]1, predict the reaction product. (4) Given the reactants [OH:1][C:2]1[CH:10]=[CH:9][C:8]2[N:7]3[CH2:11][CH2:12][CH2:13][N:14]([CH2:17][CH2:18][O:19][CH3:20])[C:15](=[O:16])[C:6]3=[CH:5][C:4]=2[CH:3]=1.[CH:21]([N:24]1[CH2:29][CH2:28][CH:27](O)[CH2:26][CH2:25]1)([CH3:23])[CH3:22].C1(P(C2C=CC=CC=2)C2C=CC=CC=2)C=CC=CC=1.CC(OC(/N=N/C(OC(C)(C)C)=O)=O)(C)C, predict the reaction product. The product is: [CH:21]([N:24]1[CH2:29][CH2:28][CH:27]([O:1][C:2]2[CH:10]=[CH:9][C:8]3[N:7]4[CH2:11][CH2:12][CH2:13][N:14]([CH2:17][CH2:18][O:19][CH3:20])[C:15](=[O:16])[C:6]4=[CH:5][C:4]=3[CH:3]=2)[CH2:26][CH2:25]1)([CH3:23])[CH3:22]. (5) Given the reactants [P:1]([OH:35])([OH:34])([O:3][CH2:4][N:5]1[C:9]2[CH:10]=[C:11]([NH:14][C:15]3[C:20]([CH3:21])=[CH:19][N:18]=[C:17]([NH:22][C:23]4[CH:28]=[C:27]([CH3:29])[C:26]([F:30])=[C:25]([O:31][CH3:32])[CH:24]=4)[N:16]=3)[CH:12]=[CH:13][C:8]=2[O:7][C:6]1=[O:33])=[O:2].[OH-].[Na+:37], predict the reaction product. The product is: [P:1]([O-:35])([O-:34])([O:3][CH2:4][N:5]1[C:9]2[CH:10]=[C:11]([NH:14][C:15]3[C:20]([CH3:21])=[CH:19][N:18]=[C:17]([NH:22][C:23]4[CH:28]=[C:27]([CH3:29])[C:26]([F:30])=[C:25]([O:31][CH3:32])[CH:24]=4)[N:16]=3)[CH:12]=[CH:13][C:8]=2[O:7][C:6]1=[O:33])=[O:2].[Na+:37].[Na+:37]. (6) Given the reactants [C:1]([Si:3]([CH3:6])([CH3:5])[CH3:4])#[CH:2].Br[C:8]1[CH:13]=[CH:12][C:11]([CH2:14][N:15]2[C:19]([CH3:20])=[CH:18][C:17]([C:21]3[O:25][N:24]=[C:23]([C:26]4[CH:31]=[CH:30][C:29]([O:32][C:33]([F:36])([F:35])[F:34])=[CH:28][CH:27]=4)[N:22]=3)=[N:16]2)=[CH:10][N:9]=1, predict the reaction product. The product is: [CH3:20][C:19]1[N:15]([CH2:14][C:11]2[CH:12]=[CH:13][C:8]([C:2]#[C:1][Si:3]([CH3:6])([CH3:5])[CH3:4])=[N:9][CH:10]=2)[N:16]=[C:17]([C:21]2[O:25][N:24]=[C:23]([C:26]3[CH:31]=[CH:30][C:29]([O:32][C:33]([F:36])([F:34])[F:35])=[CH:28][CH:27]=3)[N:22]=2)[CH:18]=1. (7) Given the reactants [NH:1]1[CH2:4][CH:3]([C:5]([N:7]2[CH2:13][CH2:12][CH2:11][N:10]([CH:14]3[CH2:17][CH2:16][CH2:15]3)[CH2:9][CH2:8]2)=[O:6])[CH2:2]1.C(N(C(C)C)CC)(C)C.[C:27](OC(=O)C)(=[O:29])[CH3:28], predict the reaction product. The product is: [C:27]([N:1]1[CH2:2][CH:3]([C:5]([N:7]2[CH2:13][CH2:12][CH2:11][N:10]([CH:14]3[CH2:17][CH2:16][CH2:15]3)[CH2:9][CH2:8]2)=[O:6])[CH2:4]1)(=[O:29])[CH3:28]. (8) Given the reactants C[O:2][C:3]([C:5]1[N:6]([C:16]2[CH:21]=[C:20]([Cl:22])[CH:19]=[CH:18][C:17]=2[N+:23]([O-])=O)[CH:7]=[C:8]([C:10]2[CH:15]=[CH:14][CH:13]=[CH:12][CH:11]=2)[CH:9]=1)=O, predict the reaction product. The product is: [Cl:22][C:20]1[CH:21]=[C:16]2[C:17]([NH:23][C:3](=[O:2])[C:5]3[N:6]2[CH:7]=[C:8]([C:10]2[CH:15]=[CH:14][CH:13]=[CH:12][CH:11]=2)[CH:9]=3)=[CH:18][CH:19]=1.